From a dataset of Catalyst prediction with 721,799 reactions and 888 catalyst types from USPTO. Predict which catalyst facilitates the given reaction. (1) Product: [CH3:24][O:23][C:19]1[CH:18]=[C:17]([CH:22]=[CH:21][CH:20]=1)[CH:15]=[C:13]1[C:12]2[CH:11]=[CH:10][CH:9]=[CH:8][C:7]=2[CH2:6][C:5]2[C:14]1=[CH:1][CH:2]=[CH:3][CH:4]=2. Reactant: [CH:1]1[C:14]2[CH:13]([CH:15]([C:17]3[CH:22]=[CH:21][CH:20]=[C:19]([O:23][CH3:24])[CH:18]=3)O)[C:12]3[C:7](=[CH:8][CH:9]=[CH:10][CH:11]=3)[CH2:6][C:5]=2[CH:4]=[CH:3][CH:2]=1.S(=O)(=O)(O)O. The catalyst class is: 52. (2) Reactant: C(NC(C)C)(C)C.C([Li])CCC.[CH2:13]([O:20][CH2:21][C:22]([OH:24])=[O:23])[C:14]1[CH:19]=[CH:18][CH:17]=[CH:16][CH:15]=1.Br[CH2:26][CH2:27][CH2:28][Cl:29]. The catalyst class is: 20. Product: [CH2:13]([O:20][CH:21]([CH2:26][CH2:27][CH2:28][Cl:29])[C:22]([OH:24])=[O:23])[C:14]1[CH:19]=[CH:18][CH:17]=[CH:16][CH:15]=1. (3) Reactant: C([Li])CCC.C(NC(C)C)(C)C.[CH2:13]([O:20][C:21](=[O:34])[CH:22]([CH3:33])[CH2:23][CH2:24][O:25][CH2:26][C:27]1[CH:32]=[CH:31][CH:30]=[CH:29][CH:28]=1)[C:14]1[CH:19]=[CH:18][CH:17]=[CH:16][CH:15]=1.C(Br)(Br)(Br)[Br:36]. Product: [CH2:13]([O:20][C:21](=[O:34])[C:22]([Br:36])([CH3:33])[CH2:23][CH2:24][O:25][CH2:26][C:27]1[CH:32]=[CH:31][CH:30]=[CH:29][CH:28]=1)[C:14]1[CH:15]=[CH:16][CH:17]=[CH:18][CH:19]=1. The catalyst class is: 1. (4) Reactant: [N+:1]([CH:3](S(C1C=CC(C)=CC=1)(=O)=O)[CH3:4])#[C-:2].[F:15][C:16]([F:25])([F:24])[C:17]1[O:21][C:20]([CH:22]=[O:23])=[CH:19][CH:18]=1.C([O-])([O-])=O.[K+].[K+]. Product: [CH3:4][C:3]1[N:1]=[CH:2][O:23][C:22]=1[C:20]1[O:21][C:17]([C:16]([F:24])([F:15])[F:25])=[CH:18][CH:19]=1. The catalyst class is: 5. (5) Reactant: [CH3:1][C:2]1[C:11]2[C:6](=[CH:7][C:8]([C:12]#[N:13])=[CH:9][CH:10]=2)[O:5][C:4](=[O:14])[CH:3]=1.[Li+].C[Si]([N-][Si](C)(C)C)(C)C.[Cl:25][C:26]1[CH:33]=[C:32]([Cl:34])[CH:31]=[CH:30][C:27]=1[CH:28]=[O:29]. Product: [Cl:25][C:26]1[CH:33]=[C:32]([Cl:34])[CH:31]=[CH:30][C:27]=1[CH:28]([OH:29])[CH2:1][C:2]1[C:11]2[C:6](=[CH:7][C:8]([C:12]#[N:13])=[CH:9][CH:10]=2)[O:5][C:4](=[O:14])[CH:3]=1. The catalyst class is: 1. (6) Reactant: Br[C:2]1[CH:3]=[C:4]2[C:9](=[C:10]([P:12](=[O:19])([O:16][CH2:17][CH3:18])[O:13][CH2:14][CH3:15])[CH:11]=1)[N:8]=[C:7]([CH3:20])[CH:6]=[CH:5]2.[OH:21][CH2:22][C:23]1[CH:28]=[CH:27][C:26](B(O)O)=[CH:25][CH:24]=1.C1C=CC(P(C2C=CC=CC=2)C2C=CC=CC=2)=CC=1.N(CC)CC.C([O-])(O)=O.[Na+]. Product: [OH:21][CH2:22][C:23]1[CH:28]=[CH:27][C:26]([C:2]2[CH:3]=[C:4]3[C:9](=[C:10]([P:12](=[O:19])([O:16][CH2:17][CH3:18])[O:13][CH2:14][CH3:15])[CH:11]=2)[N:8]=[C:7]([CH3:20])[CH:6]=[CH:5]3)=[CH:25][CH:24]=1. The catalyst class is: 491. (7) Reactant: Cl.FC1C=C(C=CC=1)CN1C=C(C2C3C(=NC=C(C4C=CC(C5CCNCC5)=CC=4)C=3)N(S(C3C=CC(C)=CC=3)(=O)=O)C=2)C=N1.[N:46]1[CH:51]=[CH:50][CH:49]=[CH:48][C:47]=1[CH2:52][N:53]1[CH:57]=[C:56]([C:58]2[C:66]3[C:61](=[N:62][CH:63]=[C:64]([C:67]4[CH:72]=[CH:71][C:70]([CH:73]5[CH2:78][CH2:77][N:76]([C:79]([O:81][C:82]([CH3:85])([CH3:84])[CH3:83])=[O:80])[CH2:75][CH2:74]5)=[CH:69][CH:68]=4)[CH:65]=3)[N:60](S(C3C=CC(C)=CC=3)(=O)=O)[CH:59]=2)[CH:55]=[N:54]1.[OH-].[Li+]. Product: [N:46]1[CH:51]=[CH:50][CH:49]=[CH:48][C:47]=1[CH2:52][N:53]1[CH:57]=[C:56]([C:58]2[C:66]3[C:61](=[N:62][CH:63]=[C:64]([C:67]4[CH:68]=[CH:69][C:70]([CH:73]5[CH2:74][CH2:75][N:76]([C:79]([O:81][C:82]([CH3:85])([CH3:84])[CH3:83])=[O:80])[CH2:77][CH2:78]5)=[CH:71][CH:72]=4)[CH:65]=3)[NH:60][CH:59]=2)[CH:55]=[N:54]1. The catalyst class is: 87. (8) The catalyst class is: 1. Product: [NH:1]([C:21]([O:23][CH2:24][CH:25]1[C:26]2[C:31](=[CH:30][CH:29]=[CH:28][CH:27]=2)[C:32]2[C:37]1=[CH:36][CH:35]=[CH:34][CH:33]=2)=[O:22])[C@H:2]([C:7]([OH:9])=[O:8])[C@H:3]([CH2:5][CH3:6])[CH3:4]. Reactant: [NH:1]([C:21]([O:23][CH2:24][CH:25]1[C:37]2[C:32](=[CH:33][CH:34]=[CH:35][CH:36]=2)[C:31]2[C:26]1=[CH:27][CH:28]=[CH:29][CH:30]=2)=[O:22])[C@H:2]([C:7]([O:9]C1C(F)=C(F)C(F)=C(F)C=1F)=[O:8])[C@H:3]([CH2:5][CH3:6])[CH3:4]. (9) Reactant: [N+:1]([C:4]1[CH:13]=[C:12]2[C:7]([CH2:8][CH2:9][CH2:10][NH:11]2)=[CH:6][CH:5]=1)([O-])=O. Product: [NH2:1][C:4]1[CH:13]=[C:12]2[C:7]([CH2:8][CH2:9][CH2:10][NH:11]2)=[CH:6][CH:5]=1. The catalyst class is: 13.